Dataset: Reaction yield outcomes from USPTO patents with 853,638 reactions. Task: Predict the reaction yield, written as a fraction of the theoretical maximum amount of product (1.0 means a 100% yield; for example, 0.34 means a 34% yield). (1) The reactants are C(O[C:6]([N:8]([C:23]([C:25]1[C:34](=[O:35])[C:33]2[C:28](=[CH:29][C:30]([Cl:36])=[CH:31][CH:32]=2)[NH:27][C:26]=1[C:37]([N:39]1CCCC1)=[O:38])=[O:24])NCC1C=CC(OC(=O)N(C)C)=CC=1)=O)(C)(C)C.CS(O)(=O)=O.C([O:51][CH2:52][CH3:53])C.O. The catalyst is C1COCC1. The product is [Cl:36][C:30]1[CH:31]=[CH:32][C:33]2[C:34](=[O:35])[C:25]3[C:23](=[O:24])[N:8]([CH2:6][C:25]4[CH:34]=[CH:33][C:53]([C:52](=[O:51])[N:8]([CH3:23])[CH3:6])=[CH:37][CH:26]=4)[N:39]=[C:37]([OH:38])[C:26]=3[NH:27][C:28]=2[CH:29]=1. The yield is 0.550. (2) The reactants are [Cl:1][C:2]1[CH:3]=[CH:4][C:5]([N+:21]([O-])=O)=[C:6]([N:8]=[N:9][C:10]2[CH:15]=[C:14]([O:16][CH3:17])[CH:13]=[C:12]([CH2:18][OH:19])[C:11]=2[OH:20])[CH:7]=1.[OH-].[Na+].C(S(O)=O)(N)=N.Cl. The catalyst is O.C(O)C. The product is [Cl:1][C:2]1[CH:3]=[CH:4][C:5]2=[N:21][N:9]([C:10]3[CH:15]=[C:14]([O:16][CH3:17])[CH:13]=[C:12]([CH2:18][OH:19])[C:11]=3[OH:20])[N:8]=[C:6]2[CH:7]=1. The yield is 0.300. (3) The reactants are C(OC([N:8]1[CH2:13][CH2:12][CH:11]([N:14]([C:25]2[CH:29]=[C:28]([C:30]3[CH:35]=[CH:34][CH:33]=[CH:32][CH:31]=3)[S:27][C:26]=2[C:36]([OH:38])=[O:37])[C:15](=[O:24])[C:16]2[CH:21]=[CH:20][C:19]([Cl:22])=[CH:18][C:17]=2[Cl:23])[CH2:10][CH2:9]1)=O)(C)(C)C.Cl. The catalyst is O1CCOCC1. The product is [Cl:23][C:17]1[CH:18]=[C:19]([Cl:22])[CH:20]=[CH:21][C:16]=1[C:15]([N:14]([CH:11]1[CH2:12][CH2:13][NH:8][CH2:9][CH2:10]1)[C:25]1[CH:29]=[C:28]([C:30]2[CH:31]=[CH:32][CH:33]=[CH:34][CH:35]=2)[S:27][C:26]=1[C:36]([OH:38])=[O:37])=[O:24]. The yield is 1.00. (4) The reactants are Cl([O-])=O.[Na+].[OH2:5].O.P([O-])(O)(O)=O.[Na+].O.[F:14][C:15]([F:27])([F:26])[C:16]1[N:17]=[C:18]2[N:22]([C:23]=1[CH:24]=[O:25])[CH:21]=[CH:20][S:19]2. The catalyst is CC(O)(C)C. The product is [F:27][C:15]([F:26])([F:14])[C:16]1[N:17]=[C:18]2[N:22]([C:23]=1[C:24]([OH:5])=[O:25])[CH:21]=[CH:20][S:19]2. The yield is 0.550. (5) The reactants are [Cl:1][C:2]1[CH:11]=[CH:10][C:5]([CH2:6][NH:7][CH2:8][CH3:9])=[CH:4][CH:3]=1.[CH2:12]([O:14][C@H:15]([C:28]([O:30][CH2:31][CH3:32])=[O:29])[CH2:16][C:17]1[CH:27]=[CH:26][C:20]([O:21][CH2:22][C:23]([OH:25])=O)=[CH:19][CH:18]=1)[CH3:13].C(N(CC)C(C)C)(C)C.F[B-](F)(F)F.N1(OC(N(C)C)=[N+](C)C)C2C=CC=CC=2N=N1. The catalyst is C(Cl)Cl. The product is [Cl:1][C:2]1[CH:3]=[CH:4][C:5]([CH2:6][N:7]([CH2:8][CH3:9])[C:23](=[O:25])[CH2:22][O:21][C:20]2[CH:19]=[CH:18][C:17]([CH2:16][C@H:15]([O:14][CH2:12][CH3:13])[C:28]([O:30][CH2:31][CH3:32])=[O:29])=[CH:27][CH:26]=2)=[CH:10][CH:11]=1. The yield is 0.610.